This data is from Reaction yield outcomes from USPTO patents with 853,638 reactions. The task is: Predict the reaction yield, written as a fraction of the theoretical maximum amount of product (1.0 means a 100% yield; for example, 0.34 means a 34% yield). The reactants are Br[C:2]1[CH:3]=[CH:4][C:5]2[O:14][CH2:13][CH2:12][C:11]3[S:10][C:9]([C:15]4[N:16]([CH:20]([CH3:22])[CH3:21])[N:17]=[CH:18][N:19]=4)=[N:8][C:7]=3[C:6]=2[CH:23]=1.[CH3:24][O:25][C:26]1[N:31]=[CH:30][C:29](B(O)O)=[CH:28][CH:27]=1. No catalyst specified. The product is [CH:20]([N:16]1[C:15]([C:9]2[S:10][C:11]3[CH2:12][CH2:13][O:14][C:5]4[CH:4]=[CH:3][C:2]([C:29]5[CH:30]=[N:31][C:26]([O:25][CH3:24])=[CH:27][CH:28]=5)=[CH:23][C:6]=4[C:7]=3[N:8]=2)=[N:19][CH:18]=[N:17]1)([CH3:22])[CH3:21]. The yield is 0.170.